From a dataset of Full USPTO retrosynthesis dataset with 1.9M reactions from patents (1976-2016). Predict the reactants needed to synthesize the given product. (1) Given the product [Br:1][C:2]1[CH:11]=[C:10]2[C:5]([CH2:6][CH2:7][CH:8]([N:12]([CH2:26][CH:23]3[CH2:24][CH2:25][N:20]([S:17]([CH3:16])(=[O:19])=[O:18])[CH2:21][CH2:22]3)[CH2:13][CH2:14][CH3:15])[CH2:9]2)=[CH:4][CH:3]=1, predict the reactants needed to synthesize it. The reactants are: [Br:1][C:2]1[CH:11]=[C:10]2[C:5]([CH2:6][CH2:7][CH:8]([NH:12][CH2:13][CH2:14][CH3:15])[CH2:9]2)=[CH:4][CH:3]=1.[CH3:16][S:17]([N:20]1[CH2:25][CH2:24][CH:23]([CH:26]=O)[CH2:22][CH2:21]1)(=[O:19])=[O:18].C(O[BH-](OC(=O)C)OC(=O)C)(=O)C.[Na+]. (2) Given the product [CH3:15][C:13]1[CH:14]=[C:9]([CH:10]=[CH:11][C:12]=1[N+:16]([O-:18])=[O:17])[O:1][C:2]1[CH:3]=[N:4][CH:5]=[CH:6][CH:7]=1, predict the reactants needed to synthesize it. The reactants are: [OH:1][C:2]1[CH:3]=[N:4][CH:5]=[CH:6][CH:7]=1.F[C:9]1[CH:10]=[CH:11][C:12]([N+:16]([O-:18])=[O:17])=[C:13]([CH3:15])[CH:14]=1. (3) Given the product [C:21]([C:25]1[CH:26]=[CH:27][C:28]([C:31]2[C:39]3[C:34](=[CH:35][CH:36]=[CH:37][CH:38]=3)[CH:33]([Si:7]([CH3:17])([CH3:18])[CH:8]3[C:12]([CH3:13])=[C:11]([CH3:14])[C:10]([CH3:15])=[C:9]3[CH3:16])[CH:32]=2)=[CH:29][CH:30]=1)([CH3:24])([CH3:22])[CH3:23], predict the reactants needed to synthesize it. The reactants are: FC(F)(F)S(O[Si:7]([CH3:18])([CH3:17])[CH:8]1[C:12]([CH3:13])=[C:11]([CH3:14])[C:10]([CH3:15])=[C:9]1[CH3:16])(=O)=O.[C:21]([C:25]1[CH:30]=[CH:29][C:28]([C-:31]2[C:39]3[C:34](=[CH:35][CH:36]=[CH:37][CH:38]=3)[CH:33]=[CH:32]2)=[CH:27][CH:26]=1)([CH3:24])([CH3:23])[CH3:22].[Li+]. (4) Given the product [C:1]([O:5][C:6]([N:8]([CH3:17])[C@@H:9]([CH2:13][CH2:14][CH:15]=[CH2:16])[C:10]([OH:12])=[O:11])=[O:7])([CH3:4])([CH3:3])[CH3:2], predict the reactants needed to synthesize it. The reactants are: [C:1]([O:5][C:6]([NH:8][C@@H:9]([CH2:13][CH2:14][CH:15]=[CH2:16])[C:10]([OH:12])=[O:11])=[O:7])([CH3:4])([CH3:3])[CH3:2].[CH3:17]C(CCCC)C(N[C@@H](CC=C)C(O)=O)=O.